This data is from Full USPTO retrosynthesis dataset with 1.9M reactions from patents (1976-2016). The task is: Predict the reactants needed to synthesize the given product. (1) Given the product [C:31]([O:35][C:36](=[O:39])[CH2:37][O:22][CH2:21][C:20]([CH3:24])([CH3:23])[CH2:19][O:18][C:16]1[C:17]2[C:9]([C:6]3[CH:5]=[CH:4][C:3]([O:2][CH3:1])=[CH:8][CH:7]=3)=[C:10]([C:25]3[CH:30]=[CH:29][CH:28]=[CH:27][CH:26]=3)[O:11][C:12]=2[N:13]=[CH:14][N:15]=1)([CH3:34])([CH3:33])[CH3:32], predict the reactants needed to synthesize it. The reactants are: [CH3:1][O:2][C:3]1[CH:8]=[CH:7][C:6]([C:9]2[C:17]3[C:16]([O:18][CH2:19][C:20]([CH3:24])([CH3:23])[CH2:21][OH:22])=[N:15][CH:14]=[N:13][C:12]=3[O:11][C:10]=2[C:25]2[CH:30]=[CH:29][CH:28]=[CH:27][CH:26]=2)=[CH:5][CH:4]=1.[C:31]([O:35][C:36](=[O:39])[CH2:37]Br)([CH3:34])([CH3:33])[CH3:32].[OH-].[Na+].C(O)(=O)CC(CC(O)=O)(C(O)=O)O. (2) Given the product [CH3:1][O:2][C:3]1[C:4](=[O:25])[C:5]([CH3:24])=[C:6]([CH2:12][C:13]2[CH:18]=[CH:17][CH:16]=[CH:15][C:14]=2[CH2:19][CH2:20][C:21]([N:26]2[CH2:31][CH2:30][O:29][CH2:28][CH2:27]2)=[O:23])[C:7](=[O:11])[C:8]=1[O:9][CH3:10], predict the reactants needed to synthesize it. The reactants are: [CH3:1][O:2][C:3]1[C:4](=[O:25])[C:5]([CH3:24])=[C:6]([CH2:12][C:13]2[CH:18]=[CH:17][CH:16]=[CH:15][C:14]=2[CH2:19][CH2:20][C:21]([OH:23])=O)[C:7](=[O:11])[C:8]=1[O:9][CH3:10].[NH:26]1[CH2:31][CH2:30][O:29][CH2:28][CH2:27]1. (3) Given the product [CH3:27][C:28]1[CH:33]=[CH:32][C:31]([NH:34][C:35](=[O:47])[C:36]2[CH:41]=[CH:40][N:39]=[C:38]([N:42]3[CH2:46][CH2:45][CH2:44][CH2:43]3)[CH:37]=2)=[CH:30][C:29]=1[C:48]1[CH:49]=[CH:50][C:51]([C:54]([OH:56])=[O:55])=[CH:52][CH:53]=1, predict the reactants needed to synthesize it. The reactants are: ClC1C=C(C=CN=1)C(NC1C=CC(C)=C(C2C=CC(C(O)=O)=CC=2)C=1)=O.[CH3:27][C:28]1[CH:33]=[CH:32][C:31]([NH:34][C:35](=[O:47])[C:36]2[CH:41]=[CH:40][N:39]=[C:38]([N:42]3[CH2:46][CH2:45][CH2:44][CH2:43]3)[CH:37]=2)=[CH:30][C:29]=1[C:48]1[CH:53]=[CH:52][C:51]([C:54]([OH:56])=[O:55])=[CH:50][CH:49]=1.N1CCCC1. (4) Given the product [CH2:1]([C:5]1=[CH:6][N:7]([C:27]([CH3:28])([CH3:30])[CH3:29])[S:8]/[C:9]/1=[N:10]\[C:11](=[O:26])[C:12]1[CH:17]=[C:16]([C:18]#[CH:19])[CH:15]=[CH:14][C:13]=1[O:24][CH3:25])[CH2:2][CH2:3][CH3:4], predict the reactants needed to synthesize it. The reactants are: [CH2:1]([C:5]1=[CH:6][N:7]([C:27]([CH3:30])([CH3:29])[CH3:28])[S:8]/[C:9]/1=[N:10]\[C:11](=[O:26])[C:12]1[CH:17]=[C:16]([C:18]#[C:19][Si](C)(C)C)[CH:15]=[CH:14][C:13]=1[O:24][CH3:25])[CH2:2][CH2:3][CH3:4].CCCC[N+](CCCC)(CCCC)CCCC.[F-].